Task: Predict the reactants needed to synthesize the given product.. Dataset: Full USPTO retrosynthesis dataset with 1.9M reactions from patents (1976-2016) Given the product [ClH:31].[CH3:23][CH2:22][CH:19]([C:16]1[CH:17]=[C:18]2[C:13]([C:12](=[O:28])[N:11]3[CH2:29][CH2:30][NH:8][CH2:9][C@H:10]32)=[C:14]([C:24]([F:26])([F:27])[F:25])[CH:15]=1)[CH2:20][CH3:21], predict the reactants needed to synthesize it. The reactants are: C(OC([N:8]1[CH2:30][CH2:29][N:11]2[C:12](=[O:28])[C:13]3[C:18]([C@@H:10]2[CH2:9]1)=[CH:17][C:16]([CH:19]([CH2:22][CH3:23])[CH2:20][CH3:21])=[CH:15][C:14]=3[C:24]([F:27])([F:26])[F:25])=O)(C)(C)C.[ClH:31].